This data is from Catalyst prediction with 721,799 reactions and 888 catalyst types from USPTO. The task is: Predict which catalyst facilitates the given reaction. (1) Reactant: [CH3:1][O:2][CH:3]([O:17][CH3:18])[C:4]1[CH:5]=[C:6]([CH:12]=[CH:13][C:14]=1[O:15][CH3:16])[C:7]([O:9]CC)=[O:8].[OH-].[K+].Cl. Product: [CH3:1][O:2][CH:3]([O:17][CH3:18])[C:4]1[CH:5]=[C:6]([CH:12]=[CH:13][C:14]=1[O:15][CH3:16])[C:7]([OH:9])=[O:8]. The catalyst class is: 5. (2) Reactant: [OH:1][C@@H:2]1[C:11]2[CH:10]=[CH:9][N:8]3[C:12]([CH3:18])=[C:13]([CH2:15][O:16][CH3:17])[N:14]=[C:7]3[C:6]=2[NH:5][C@H:4]([C:19]2[CH:24]=[CH:23][CH:22]=[CH:21][CH:20]=2)[C@H:3]1[OH:25].CS(O)(=O)=O.ClCCl. Product: [OH:25][C@H:3]1[C@@H:2]([O:1][CH2:13][CH2:15][O:16][CH3:17])[C:11]2[CH:10]=[CH:9][N:8]3[C:12]([CH3:18])=[C:13]([CH2:15][O:16][CH3:17])[N:14]=[C:7]3[C:6]=2[NH:5][C@@H:4]1[C:19]1[CH:20]=[CH:21][CH:22]=[CH:23][CH:24]=1.[OH:25][C@H:3]1[C@H:2]([O:1][CH2:13][CH2:15][O:16][CH3:17])[C:11]2[CH:10]=[CH:9][N:8]3[C:12]([CH3:18])=[C:13]([CH2:15][O:16][CH3:17])[N:14]=[C:7]3[C:6]=2[NH:5][C@@H:4]1[C:19]1[CH:20]=[CH:21][CH:22]=[CH:23][CH:24]=1. The catalyst class is: 141. (3) Reactant: Br[C:2]1[S:3][C:4]([Br:7])=[CH:5][N:6]=1.[CH:8]1[C:17]2[C:12](=[CH:13][CH:14]=[CH:15][CH:16]=2)[CH:11]=[CH:10][C:9]=1[OH:18].C(=O)([O-])[O-].[K+].[K+]. Product: [Br:7][C:4]1[S:3][C:2]([O:18][C:9]2[CH:10]=[CH:11][C:12]3[C:17](=[CH:16][CH:15]=[CH:14][CH:13]=3)[CH:8]=2)=[N:6][CH:5]=1. The catalyst class is: 550. (4) Reactant: FC(F)(F)C(O)=O.[NH:8]1[CH2:11][CH:10]([O:12][C:13]2[CH:18]=[C:17]([CH3:19])[C:16]([C:20]3[CH:25]=[CH:24][CH:23]=[C:22]([CH2:26][O:27][C:28]4[CH:41]=[CH:40][C:31]5[C@H:32]([CH2:35][C:36]([O:38][CH3:39])=[O:37])[CH2:33][O:34][C:30]=5[CH:29]=4)[CH:21]=3)=[C:15]([CH3:42])[CH:14]=2)[CH2:9]1.C(N(CC)CC)C.[CH:50]1([C:53](Cl)=[O:54])[CH2:52][CH2:51]1. Product: [CH:50]1([C:53]([N:8]2[CH2:11][CH:10]([O:12][C:13]3[CH:14]=[C:15]([CH3:42])[C:16]([C:20]4[CH:25]=[CH:24][CH:23]=[C:22]([CH2:26][O:27][C:28]5[CH:41]=[CH:40][C:31]6[C@H:32]([CH2:35][C:36]([O:38][CH3:39])=[O:37])[CH2:33][O:34][C:30]=6[CH:29]=5)[CH:21]=4)=[C:17]([CH3:19])[CH:18]=3)[CH2:9]2)=[O:54])[CH2:52][CH2:51]1. The catalyst class is: 4. (5) Reactant: Cl.[NH2:2][C@H:3]1[CH2:7][CH2:6][N:5]([C@H:8]([C:12]([N:14]2[CH2:19][CH2:18][O:17][CH2:16][CH2:15]2)=[O:13])[CH2:9][C:10]#[N:11])[C:4]1=[O:20].CCN(C(C)C)C(C)C.[Cl:30][C:31]1[S:35][C:34]([CH2:36][CH2:37][S:38](Cl)(=[O:40])=[O:39])=[CH:33][CH:32]=1.C(OCC)(=O)C.C1CCCCC1. Product: [Cl:30][C:31]1[S:35][C:34]([CH2:36][CH2:37][S:38]([NH:2][C@H:3]2[CH2:7][CH2:6][N:5]([C@@H:8]([CH2:9][C:10]#[N:11])[C:12]([N:14]3[CH2:15][CH2:16][O:17][CH2:18][CH2:19]3)=[O:13])[C:4]2=[O:20])(=[O:40])=[O:39])=[CH:33][CH:32]=1. The catalyst class is: 616. (6) Reactant: [CH2:1]([O:3][C:4]1[CH:5]=[C:6]2[C:11](=[C:12]3[CH2:16][C:15]([CH3:18])([CH3:17])[O:14][C:13]=13)[C:10]([C:19]1[CH:24]=[CH:23][C:22](/[CH:25]=[CH:26]/[C:27]([O:29]C)=[O:28])=[CH:21][CH:20]=1)=[N:9][C:8]([CH3:32])([CH3:31])[CH2:7]2)[CH3:2].[OH-].[Na+].Cl. Product: [CH2:1]([O:3][C:4]1[CH:5]=[C:6]2[C:11](=[C:12]3[CH2:16][C:15]([CH3:18])([CH3:17])[O:14][C:13]=13)[C:10]([C:19]1[CH:20]=[CH:21][C:22](/[CH:25]=[CH:26]/[C:27]([OH:29])=[O:28])=[CH:23][CH:24]=1)=[N:9][C:8]([CH3:31])([CH3:32])[CH2:7]2)[CH3:2]. The catalyst class is: 5. (7) The catalyst class is: 3. Product: [CH3:70][O:69][C:67](=[O:68])[CH2:66][CH:63]1[CH2:64][CH2:65][N:60]([C:23]([C:21]2[CH:20]=[CH:19][C:8]3[N:9]([CH2:10][CH:11]4[CH2:16][CH2:15][C:14]([F:17])([F:18])[CH2:13][CH2:12]4)[C:5]([C:1]([CH3:4])([CH3:3])[CH3:2])=[N:6][C:7]=3[CH:22]=2)=[O:24])[CH2:61][CH2:62]1. Reactant: [C:1]([C:5]1[N:9]([CH2:10][CH:11]2[CH2:16][CH2:15][C:14]([F:18])([F:17])[CH2:13][CH2:12]2)[C:8]2[CH:19]=[CH:20][C:21]([C:23](O)=[O:24])=[CH:22][C:7]=2[N:6]=1)([CH3:4])([CH3:3])[CH3:2].CCN(C(C)C)C(C)C.CN(C(ON1N=NC2C=CC=NC1=2)=[N+](C)C)C.F[P-](F)(F)(F)(F)F.Cl.[NH:60]1[CH2:65][CH2:64][CH:63]([CH2:66][C:67]([O:69][CH3:70])=[O:68])[CH2:62][CH2:61]1.